Dataset: Full USPTO retrosynthesis dataset with 1.9M reactions from patents (1976-2016). Task: Predict the reactants needed to synthesize the given product. (1) The reactants are: [CH2:1]([OH:8])[C:2]1[CH:7]=[CH:6][CH:5]=[CH:4][CH:3]=1.[Na].Cl[C:11]1[N:16]=[C:15](Cl)[C:14]([CH2:18][CH3:19])=[C:13]([Cl:20])[N:12]=1. Given the product [CH2:1]([O:8][C:11]1[N:16]=[C:15]([O:8][CH2:1][C:2]2[CH:7]=[CH:6][CH:5]=[CH:4][CH:3]=2)[C:14]([CH2:18][CH3:19])=[C:13]([Cl:20])[N:12]=1)[C:2]1[CH:7]=[CH:6][CH:5]=[CH:4][CH:3]=1, predict the reactants needed to synthesize it. (2) Given the product [C:27]([O:32][C:33]1[CH:34]=[CH:35][C:36]([C:39]2[CH:44]=[CH:43][C:42]([C:45]3[CH:50]=[CH:49][C:48]([O:51]/[C:52](=[C:54](\[O:56][C:57](=[O:61])[C:58]([CH3:60])=[CH2:59])/[CH3:55])/[CH3:53])=[CH:47][CH:46]=3)=[C:41]([F:62])[CH:40]=2)=[CH:37][CH:38]=1)(=[O:31])[C:28]([CH3:30])=[CH2:29], predict the reactants needed to synthesize it. The reactants are: FC1C=C(C2C=CC(O)=CC=2)C=CC=1C1C=CC(OC(C)C(=O)C)=CC=1.[C:27]([O:32][C:33]1[CH:38]=[CH:37][C:36]([C:39]2[CH:44]=[CH:43][C:42]([C:45]3[CH:50]=[CH:49][C:48]([O:51]/[C:52](=[C:54](/[O:56][C:57](=[O:61])[C:58]([CH3:60])=[CH2:59])\[CH3:55])/[CH3:53])=[CH:47][CH:46]=3)=[C:41]([F:62])[CH:40]=2)=[CH:35][CH:34]=1)(=[O:31])[C:28]([CH3:30])=[CH2:29]. (3) Given the product [Cl:19][C:20]1[CH:21]=[CH:22][C:23]([C:41]#[N:42])=[C:24]([C:26]2[C:31]([O:32][CH3:33])=[CH:30][N:29]([CH:34]([CH2:38][CH3:39])[C:35]([NH:43][C:44]3[CH:45]=[C:46]([F:55])[C:47]([C:48]([O:50][CH3:51])=[O:49])=[C:52]([F:54])[CH:53]=3)=[O:36])[C:28](=[O:40])[CH:27]=2)[CH:25]=1, predict the reactants needed to synthesize it. The reactants are: C(P1(=O)OP(CCC)(=O)OP(CCC)(=O)O1)CC.[Cl:19][C:20]1[CH:21]=[CH:22][C:23]([C:41]#[N:42])=[C:24]([C:26]2[C:31]([O:32][CH3:33])=[CH:30][N:29]([CH:34]([CH2:38][CH3:39])[C:35](O)=[O:36])[C:28](=[O:40])[CH:27]=2)[CH:25]=1.[NH2:43][C:44]1[CH:53]=[C:52]([F:54])[C:47]([C:48]([O:50][CH3:51])=[O:49])=[C:46]([F:55])[CH:45]=1.O. (4) Given the product [C:1]([NH2:13])(=[O:6])[C:2]([CH3:4])=[CH2:3].[NH2:29][C@H:30]([C:38]([NH:40][C@H:41]([C:51]([NH:53][C@H:54]([C:62]([NH:64][C@H:65]([C:78]([NH:80][C@H:81]([C:89]([NH:91][C@H:92]([C:102]([NH:104][C@H:105]([C:113]([NH:115][C@H:116]([C:129]([O:131][CH2:132][CH3:133])=[O:130])[CH2:117][CH2:118][CH2:119][CH2:120][NH:121][C:122]([O:124][C:125]([CH3:128])([CH3:127])[CH3:126])=[O:123])=[O:114])[CH2:106][C:107]1[CH:112]=[CH:111][CH:110]=[CH:109][CH:108]=1)=[O:103])[CH2:93][CH2:94][C:95](=[O:101])[O:96][C:97]([CH3:100])([CH3:99])[CH3:98])=[O:90])[CH2:82][C:83]1[CH:84]=[CH:85][CH:86]=[CH:87][CH:88]=1)=[O:79])[CH2:66][CH2:67][CH2:68][CH2:69][NH:70][C:71]([O:73][C:74]([CH3:77])([CH3:76])[CH3:75])=[O:72])=[O:63])[CH2:55][C:56]1[CH:57]=[CH:58][CH:59]=[CH:60][CH:61]=1)=[O:52])[CH2:42][CH2:43][C:44](=[O:50])[O:45][C:46]([CH3:49])([CH3:48])[CH3:47])=[O:39])[CH2:31][C:32]1[CH:33]=[CH:34][CH:35]=[CH:36][CH:37]=1, predict the reactants needed to synthesize it. The reactants are: [C:1]([OH:6])(=O)[C:2]([CH3:4])=[CH2:3].OC1C2N=N[NH:13]C=2C=CC=1.CCN=C=NCCCN(C)C.Cl.[NH2:29][C@H:30]([C:38]([NH:40][C@H:41]([C:51]([NH:53][C@H:54]([C:62]([NH:64][C@H:65]([C:78]([NH:80][C@H:81]([C:89]([NH:91][C@H:92]([C:102]([NH:104][C@H:105]([C:113]([NH:115][C@H:116]([C:129]([O:131][CH2:132][CH3:133])=[O:130])[CH2:117][CH2:118][CH2:119][CH2:120][NH:121][C:122]([O:124][C:125]([CH3:128])([CH3:127])[CH3:126])=[O:123])=[O:114])[CH2:106][C:107]1[CH:112]=[CH:111][CH:110]=[CH:109][CH:108]=1)=[O:103])[CH2:93][CH2:94][C:95](=[O:101])[O:96][C:97]([CH3:100])([CH3:99])[CH3:98])=[O:90])[CH2:82][C:83]1[CH:88]=[CH:87][CH:86]=[CH:85][CH:84]=1)=[O:79])[CH2:66][CH2:67][CH2:68][CH2:69][NH:70][C:71]([O:73][C:74]([CH3:77])([CH3:76])[CH3:75])=[O:72])=[O:63])[CH2:55][C:56]1[CH:61]=[CH:60][CH:59]=[CH:58][CH:57]=1)=[O:52])[CH2:42][CH2:43][C:44](=[O:50])[O:45][C:46]([CH3:49])([CH3:48])[CH3:47])=[O:39])[CH2:31][C:32]1[CH:37]=[CH:36][CH:35]=[CH:34][CH:33]=1.OS([O-])(=O)=O.[K+]. (5) Given the product [CH3:24][O:23][C:18]1[N:17]=[C:16]2[C:12]([C:10]3[N:9]([S:26]([C:29]4[CH:30]=[CH:31][C:32]([CH3:35])=[CH:33][CH:34]=4)(=[O:27])=[O:28])[C:5]4=[N:6][CH:7]=[CH:8][C:3]([CH2:2][O:42][C:36]5[CH:41]=[CH:40][CH:39]=[CH:38][CH:37]=5)=[C:4]4[CH:11]=3)=[CH:13][N:14]([CH3:25])[C:15]2=[CH:20][C:19]=1[O:21][CH3:22], predict the reactants needed to synthesize it. The reactants are: Cl[CH2:2][C:3]1[CH:8]=[CH:7][N:6]=[C:5]2[N:9]([S:26]([C:29]3[CH:34]=[CH:33][C:32]([CH3:35])=[CH:31][CH:30]=3)(=[O:28])=[O:27])[C:10]([C:12]3[C:16]4=[N:17][C:18]([O:23][CH3:24])=[C:19]([O:21][CH3:22])[CH:20]=[C:15]4[N:14]([CH3:25])[CH:13]=3)=[CH:11][C:4]=12.[C:36]1([OH:42])[CH:41]=[CH:40][CH:39]=[CH:38][CH:37]=1.C(=O)([O-])[O-].[K+].[K+]. (6) Given the product [CH2:23]([C:27]1[CH:28]=[CH:29][C:30]([C:33]2[O:37][C:36]([C:38]3[CH:39]=[CH:40][C:41]([CH:44]=[O:45])=[CH:42][CH:43]=3)=[N:35][N:34]=2)=[CH:31][CH:32]=1)[CH:24]([CH3:26])[CH3:25], predict the reactants needed to synthesize it. The reactants are: CC(OI1(OC(C)=O)(OC(C)=O)OC(=O)C2C=CC=CC1=2)=O.[CH2:23]([C:27]1[CH:32]=[CH:31][C:30]([C:33]2[O:37][C:36]([C:38]3[CH:43]=[CH:42][C:41]([CH2:44][OH:45])=[CH:40][CH:39]=3)=[N:35][N:34]=2)=[CH:29][CH:28]=1)[CH:24]([CH3:26])[CH3:25].